This data is from Catalyst prediction with 721,799 reactions and 888 catalyst types from USPTO. The task is: Predict which catalyst facilitates the given reaction. (1) Reactant: [CH3:1][C:2]1[CH:3]=[C:4]2[C:8](=[CH:9][CH:10]=1)[N:7]([CH2:11][C:12]([NH2:14])=[O:13])[C:6](=[O:15])[C:5]12SCCS1. Product: [CH3:1][C:2]1[CH:3]=[C:4]2[C:8](=[CH:9][CH:10]=1)[N:7]([CH2:11][C:12]([NH2:14])=[O:13])[C:6](=[O:15])[CH2:5]2. The catalyst class is: 814. (2) Reactant: Cl[CH2:2][C:3]1[CH:8]=[CH:7][C:6]([O:9][CH3:10])=[CH:5][CH:4]=1.[N-:11]=[N+:12]=[N-:13].[Na+]. Product: [N:11]([CH2:2][C:3]1[CH:8]=[CH:7][C:6]([O:9][CH3:10])=[CH:5][CH:4]=1)=[N+:12]=[N-:13]. The catalyst class is: 255. (3) Reactant: [O:1]1[CH2:6][CH2:5][CH2:4][CH2:3][CH:2]1[N:7]1[C:15]2[C:10](=[CH:11][C:12]([C:16]3[N:20]=[CH:19][N:18]([C:21]([C:34]4[CH:39]=[CH:38][CH:37]=[CH:36][CH:35]=4)([C:28]4[CH:33]=[CH:32][CH:31]=[CH:30][CH:29]=4)[C:22]4[CH:27]=[CH:26][CH:25]=[CH:24][CH:23]=4)[N:17]=3)=[CH:13][CH:14]=2)[C:9]([C:40]2[CH:41]=[C:42]([NH2:46])[CH:43]=[CH:44][CH:45]=2)=[N:8]1.[C:47]1(/[CH:53]=[CH:54]/[C:55](Cl)=[O:56])[CH:52]=[CH:51][CH:50]=[CH:49][CH:48]=1.C(N(CC)CC)C. Product: [O:1]1[CH2:6][CH2:5][CH2:4][CH2:3][CH:2]1[N:7]1[C:15]2[C:10](=[CH:11][C:12]([C:16]3[N:20]=[CH:19][N:18]([C:21]([C:28]4[CH:33]=[CH:32][CH:31]=[CH:30][CH:29]=4)([C:22]4[CH:27]=[CH:26][CH:25]=[CH:24][CH:23]=4)[C:34]4[CH:35]=[CH:36][CH:37]=[CH:38][CH:39]=4)[N:17]=3)=[CH:13][CH:14]=2)[C:9]([C:40]2[CH:41]=[C:42]([NH:46][C:55](=[O:56])/[CH:54]=[CH:53]/[C:47]3[CH:52]=[CH:51][CH:50]=[CH:49][CH:48]=3)[CH:43]=[CH:44][CH:45]=2)=[N:8]1. The catalyst class is: 7. (4) Reactant: [N+:1]([C:4]1[CH:9]=[CH:8][C:7]([C:10](=O)[CH3:11])=[CH:6][CH:5]=1)([O-:3])=[O:2].[C:13]1([CH2:19][NH2:20])[CH:18]=[CH:17][CH:16]=[CH:15][CH:14]=1.C(O[BH-](OC(=O)C)OC(=O)C)(=O)C.[Na+]. Product: [N+:1]([C:4]1[CH:9]=[CH:8][C:7]([CH2:10][CH2:11][NH:20][CH2:19][C:13]2[CH:18]=[CH:17][CH:16]=[CH:15][CH:14]=2)=[CH:6][CH:5]=1)([O-:3])=[O:2]. The catalyst class is: 5. (5) Reactant: [C:1]1(=[O:11])[O:6][C:4](=O)[C:3]2=[CH:7][CH:8]=[CH:9][CH:10]=[C:2]12.[C:12]([OH:24])(=[O:23])[CH2:13][NH:14][C:15]([C:17]1[CH:22]=[CH:21][CH:20]=[CH:19][CH:18]=1)=O.C([O-])(=O)C.[Na+]. Product: [O:11]=[C:1]1[C:2]2[CH:10]=[CH:9][CH:8]=[CH:7][C:3]=2/[C:4](=[C:13]2\[N:14]=[C:15]([C:17]3[CH:18]=[CH:19][CH:20]=[CH:21][CH:22]=3)[O:24][C:12]\2=[O:23])/[O:6]1. The catalyst class is: 152. (6) Reactant: [CH3:1][C:2]([C:6]1[CH:11]=[CH:10][C:9]([N+:12]([O-])=O)=[CH:8][C:7]=1[C:15]([F:18])([F:17])[F:16])([CH3:5])[C:3]#[N:4]. Product: [NH2:12][C:9]1[CH:10]=[CH:11][C:6]([C:2]([CH3:1])([CH3:5])[C:3]#[N:4])=[C:7]([C:15]([F:16])([F:17])[F:18])[CH:8]=1. The catalyst class is: 19.